Dataset: Forward reaction prediction with 1.9M reactions from USPTO patents (1976-2016). Task: Predict the product of the given reaction. (1) Given the reactants [CH2:1]([O:8][C:9]([N:11]1[CH2:15][CH2:14][CH2:13][CH:12]1[C:16](=[O:28])[CH:17](C(OC(C)(C)C)=O)[C:18](=[O:20])[CH3:19])=[O:10])[C:2]1[CH:7]=[CH:6][CH:5]=[CH:4][CH:3]=1.C1(C)C=CC=CC=1.O.C1(C)C=CC(S(O)(=O)=O)=CC=1, predict the reaction product. The product is: [CH2:1]([O:8][C:9]([N:11]1[CH2:15][CH2:14][CH2:13][CH:12]1[C:16](=[O:28])[CH2:17][C:18](=[O:20])[CH3:19])=[O:10])[C:2]1[CH:7]=[CH:6][CH:5]=[CH:4][CH:3]=1. (2) The product is: [Cl:1][C:2]1[CH:7]=[CH:6][C:5]([CH:8]([C:20]2[CH:21]=[CH:22][CH:23]=[CH:24][CH:25]=2)[NH:9][C:10](=[O:19])[CH2:11][C:12]2[CH:17]=[CH:16][C:15]([O:18][CH2:31][C:30]3[O:26][CH:27]=[N:28][CH:29]=3)=[CH:14][CH:13]=2)=[CH:4][CH:3]=1. Given the reactants [Cl:1][C:2]1[CH:7]=[CH:6][C:5]([CH:8]([C:20]2[CH:25]=[CH:24][CH:23]=[CH:22][CH:21]=2)[NH:9][C:10](=[O:19])[CH2:11][C:12]2[CH:17]=[CH:16][C:15]([OH:18])=[CH:14][CH:13]=2)=[CH:4][CH:3]=1.[O:26]1[C:30]([CH2:31]O)=[CH:29][N:28]=[CH:27]1.C1(P(C2C=CC=CC=2)C2C=CC=CC=2)C=CC=CC=1.N(C(OC(C)C)=O)=NC(OC(C)C)=O, predict the reaction product. (3) Given the reactants Br[CH2:2][CH2:3][CH2:4][CH2:5][CH2:6][CH2:7][CH2:8][CH2:9][CH2:10][CH2:11][CH2:12][CH2:13][Br:14].[CH:15]1([Mg]Br)[CH2:20][CH2:19][CH2:18][CH2:17][CH2:16]1.[NH4+].[Cl-], predict the reaction product. The product is: [Br:14][CH2:13][CH2:12][CH2:11][CH2:10][CH2:9][CH2:8][CH2:7][CH2:6][CH2:5][CH2:4][CH2:3][CH2:2][CH:15]1[CH2:20][CH2:19][CH2:18][CH2:17][CH2:16]1. (4) The product is: [CH2:1]([C:3]([C:21]1[CH:26]=[CH:25][C:24]([O:27][CH2:49][C@@H:50]2[O:55][C:54](=[O:56])[CH2:53][CH2:52][CH2:51]2)=[C:23]([CH3:28])[CH:22]=1)([C:6]1[CH:11]=[CH:10][C:9](/[CH:12]=[CH:13]/[C:14]([CH2:15][CH3:16])([OH:17])[CH2:18][CH3:19])=[C:8]([CH3:20])[CH:7]=1)[CH2:4][CH3:5])[CH3:2]. Given the reactants [CH2:1]([C:3]([C:21]1[CH:26]=[CH:25][C:24]([OH:27])=[C:23]([CH3:28])[CH:22]=1)([C:6]1[CH:11]=[CH:10][C:9](/[CH:12]=[CH:13]/[C:14]([CH2:18][CH3:19])([OH:17])[CH2:15][CH3:16])=[C:8]([CH3:20])[CH:7]=1)[CH2:4][CH3:5])[CH3:2].C1C=CC(P(C2C=CC=CC=2)C2C=CC=CC=2)=CC=1.O[CH2:49][C@@H:50]1[O:55][C:54](=[O:56])[CH2:53][CH2:52][CH2:51]1.CCOC(/N=N/C(OCC)=O)=O, predict the reaction product. (5) The product is: [C:5]([CH:4]([C:3]#[N:7])[C:9]([CH3:14])([C:15]1[N:16]=[C:17]([CH3:20])[O:18][CH:19]=1)[C:10]([O:12][CH3:13])=[O:11])#[N:6]. Given the reactants [H-].[Na+].[C:3](#[N:7])[CH2:4][C:5]#[N:6].Br[C:9]([C:15]1[N:16]=[C:17]([CH3:20])[O:18][CH:19]=1)([CH3:14])[C:10]([O:12][CH3:13])=[O:11], predict the reaction product. (6) Given the reactants [CH3:1][C:2]1[CH:6]=[C:5]([CH3:7])[N:4]([C:8]2[N:13]=[C:12]([C:14]3[O:15][C:16]([CH3:19])=[CH:17][CH:18]=3)[N:11]=[C:10]([NH:20][C:21]([C@H]3CCNC3)=[O:22])[CH:9]=2)[N:3]=1.C(OC([N:38]1[CH2:42][CH2:41][CH2:40][C@H:39]1C(O)=O)=O)C1C=CC=CC=1.C(O)(C(F)(F)F)=O, predict the reaction product. The product is: [CH3:1][C:2]1[CH:6]=[C:5]([CH3:7])[N:4]([C:8]2[N:13]=[C:12]([C:14]3[O:15][C:16]([CH3:19])=[CH:17][CH:18]=3)[N:11]=[C:10]([NH:20][C:21]([C@@H:39]3[CH2:40][CH2:41][CH2:42][NH:38]3)=[O:22])[CH:9]=2)[N:3]=1.